From a dataset of Full USPTO retrosynthesis dataset with 1.9M reactions from patents (1976-2016). Predict the reactants needed to synthesize the given product. (1) Given the product [CH:2]1[CH:3]=[CH:4][C:5]2[C:6](=[C:8]3[N:9]=[C:8]4[N:11]=[C:10]([C:5]5[CH:4]=[CH:3][CH:2]=[CH:7][C:6]=54)[N:11]=[C:10]4[NH:9][C:8]([C:6]5[CH:7]=[CH:2][CH:3]=[CH:4][C:5]=54)=[N:11][C:10]4=[N:9][C:8]([C:6]5[CH:7]=[CH:2][CH:3]=[CH:4][C:5]=54)=[N:11][C:10]=2[NH:9]3)[CH:7]=1, predict the reactants needed to synthesize it. The reactants are: [Na].[CH:2]1[CH:7]=[C:6]([C:8]#[N:9])[C:5]([C:10]#[N:11])=[CH:4][CH:3]=1. (2) The reactants are: [O:1]1[C:5]2[CH:6]=[C:7]([C:10]3([C:13]([NH:15][C:16]4[N:21]=[C:20](C5C=CN=C(OC)C=5)[C:19]([CH3:30])=[CH:18][CH:17]=4)=[O:14])[CH2:12][CH2:11]3)[CH:8]=[CH:9][C:4]=2[CH2:3][CH2:2]1.[Si](I)(C)(C)C.[CH3:36][OH:37]. Given the product [O:1]1[C:5]2[CH:6]=[C:7]([C:10]3([C:13]([NH:15][C:16]4[CH:17]=[CH:18][C:19]([CH3:30])=[C:20]([C:10]5[CH:7]=[CH:6][C:36](=[O:37])[NH:15][CH:13]=5)[N:21]=4)=[O:14])[CH2:12][CH2:11]3)[CH:8]=[CH:9][C:4]=2[CH2:3][CH2:2]1, predict the reactants needed to synthesize it. (3) Given the product [Br:1][C:2]1[CH:3]=[C:4]2[C:8](=[CH:9][C:10]=1[NH2:11])[N:7]([C:14]([C:15]1[CH:16]=[CH:17][CH:18]=[CH:19][CH:20]=1)([C:21]1[CH:26]=[CH:25][CH:24]=[CH:23][CH:22]=1)[C:27]1[CH:32]=[CH:31][CH:30]=[CH:29][CH:28]=1)[N:6]=[C:5]2[I:33], predict the reactants needed to synthesize it. The reactants are: [Br:1][C:2]1[CH:3]=[C:4]2[C:8](=[CH:9][C:10]=1[N+:11]([O-])=O)[N:7]([C:14]([C:27]1[CH:32]=[CH:31][CH:30]=[CH:29][CH:28]=1)([C:21]1[CH:26]=[CH:25][CH:24]=[CH:23][CH:22]=1)[C:15]1[CH:20]=[CH:19][CH:18]=[CH:17][CH:16]=1)[N:6]=[C:5]2[I:33]. (4) Given the product [N:30]1([CH2:35][CH2:36][CH2:37][N:38]2[CH2:39][CH2:40][CH:41]([CH2:44][NH:45][C:6](=[O:8])[C:5]3[CH:9]=[C:10]([Cl:11])[C:2]([NH2:1])=[CH:3][C:4]=3[O:12][CH3:13])[CH2:42][CH2:43]2)[CH:34]=[CH:33][N:32]=[N:31]1, predict the reactants needed to synthesize it. The reactants are: [NH2:1][C:2]1[C:10]([Cl:11])=[CH:9][C:5]([C:6]([OH:8])=O)=[C:4]([O:12][CH3:13])[CH:3]=1.CN1CCOCC1.ClC(OCC(C)C)=O.Cl.[N:30]1([CH2:35][CH2:36][CH2:37][N:38]2[CH2:43][CH2:42][CH:41]([CH2:44][NH2:45])[CH2:40][CH2:39]2)[CH:34]=[CH:33][N:32]=[N:31]1. (5) Given the product [F:30][C:27]([F:28])([F:29])[C:25]1[CH:24]=[CH:23][C:21]2[N:22]=[C:18]([NH:17][C:8](=[O:9])[CH:7]([C:11]3[CH:16]=[CH:15][CH:14]=[CH:13][CH:12]=3)[C:1]3[CH:6]=[CH:5][CH:4]=[CH:3][CH:2]=3)[S:19][C:20]=2[CH:26]=1, predict the reactants needed to synthesize it. The reactants are: [C:1]1([CH:7]([C:11]2[CH:16]=[CH:15][CH:14]=[CH:13][CH:12]=2)[C:8](Cl)=[O:9])[CH:6]=[CH:5][CH:4]=[CH:3][CH:2]=1.[NH2:17][C:18]1[S:19][C:20]2[CH:26]=[C:25]([C:27]([F:30])([F:29])[F:28])[CH:24]=[CH:23][C:21]=2[N:22]=1. (6) Given the product [Br:10][C:11]1[S:15][CH:14]=[C:13]([NH:36][C:8]([NH2:4])=[O:26])[CH:12]=1, predict the reactants needed to synthesize it. The reactants are: C([N:4]([CH2:8]C)C(C)C)(C)C.[Br:10][C:11]1[S:15][CH:14]=[C:13](C(O)=O)[CH:12]=1.C1(P(N=[N+]=[N-])(C2C=CC=CC=2)=[O:26])C=CC=CC=1.[NH3:36]. (7) The reactants are: CN(C)C1C=CC(CN[C:9](=[O:18])[NH:10][CH2:11][CH2:12][CH2:13][C:14]([NH:16][OH:17])=[O:15])=CC=1.[CH2:22]([NH2:30])[CH2:23][C:24]1[CH:29]=[CH:28][CH:27]=[CH:26][CH:25]=1. Given the product [OH:17][NH:16][C:14](=[O:15])[CH2:13][CH2:12][CH2:11][NH:10][C:9]([NH:30][CH2:22][CH2:23][C:24]1[CH:29]=[CH:28][CH:27]=[CH:26][CH:25]=1)=[O:18], predict the reactants needed to synthesize it.